This data is from Forward reaction prediction with 1.9M reactions from USPTO patents (1976-2016). The task is: Predict the product of the given reaction. (1) Given the reactants [C:1]([O:5][C:6]([N:8]1[CH2:12][CH:11]([O:13][C:14]2[C:23]3[C:18](=[CH:19][C:20]([O:24][CH3:25])=[CH:21][CH:22]=3)[CH:17]=[CH:16][N:15]=2)[CH2:10][CH:9]1[C:26](=[O:35])[NH:27]C1(C=C)CC1=C=O)=[O:7])([CH3:4])([CH3:3])[CH3:2].CN(C([O:43]N1N=NC2C=CC=NC1=2)=[N+](C)C)C.F[P-](F)(F)(F)(F)F.CCN(C(C)C)C(C)C.[CH2:69]([C:72]1([O:75][S:76](=[O:79])(=[O:78])[NH2:77])[CH2:74][CH2:73]1)[CH2:70][CH3:71].[CH2:80]1[CH2:90][CH2:89]N2[C:83](=NCCC2)[CH2:82][CH2:81]1, predict the reaction product. The product is: [C:1]([O:5][C:6]([N:8]1[CH2:12][CH:11]([O:13][C:14]2[C:23]3[C:18](=[CH:19][C:20]([O:24][CH3:25])=[CH:21][CH:22]=3)[CH:17]=[CH:16][N:15]=2)[CH2:10][CH:9]1[C:26](=[O:35])[NH:27][C:90]1([C:89]([NH:77][S:76]([O:75][C:72]2([CH2:69][CH2:70][CH3:71])[CH2:73][CH2:74]2)(=[O:78])=[O:79])=[O:43])[CH2:80][CH:81]1[CH:82]=[CH2:83])=[O:7])([CH3:4])([CH3:3])[CH3:2]. (2) Given the reactants C([O:3][C:4](=[O:19])[C@H:5]([O:16][CH2:17][CH3:18])[CH2:6][C:7]1[CH:8]=[C:9]2[C:13](=[CH:14][CH:15]=1)[NH:12][CH:11]=[CH:10]2)C.Cl[CH2:21][C:22]1[N:23]=[C:24]([C:28]2[CH:33]=[CH:32][C:31]([CH2:34][CH3:35])=[CH:30][CH:29]=2)[O:25][C:26]=1[CH3:27], predict the reaction product. The product is: [CH2:17]([O:16][C@H:5]([CH2:6][C:7]1[CH:8]=[C:9]2[C:13](=[CH:14][CH:15]=1)[N:12]([CH2:21][C:22]1[N:23]=[C:24]([C:28]3[CH:29]=[CH:30][C:31]([CH2:34][CH3:35])=[CH:32][CH:33]=3)[O:25][C:26]=1[CH3:27])[CH:11]=[CH:10]2)[C:4]([OH:3])=[O:19])[CH3:18]. (3) The product is: [N+:5]([CH2:8][CH2:9][C:10]1[CH:22]=[CH:21][C:13]([O:14][C:15]2[CH:16]=[N:17][CH:18]=[CH:19][CH:20]=2)=[CH:12][CH:11]=1)([O-:7])=[O:6]. Given the reactants CS(C)=O.[N+:5](/[CH:8]=[CH:9]/[C:10]1[CH:22]=[CH:21][C:13]([O:14][C:15]2[CH:16]=[N:17][CH:18]=[CH:19][CH:20]=2)=[CH:12][CH:11]=1)([O-:7])=[O:6].C(O)(=O)C.[BH4-].[Na+], predict the reaction product. (4) The product is: [C:1]([O:5][C:6]([N:8]1[CH2:9][CH2:10][CH:11]([CH2:14][C:15](=[O:17])[NH:28][C:27]2[CH:29]=[CH:30][C:24]([CH:21]([CH3:23])[CH3:22])=[CH:25][CH:26]=2)[CH2:12][CH2:13]1)=[O:7])([CH3:2])([CH3:3])[CH3:4]. Given the reactants [C:1]([O:5][C:6]([N:8]1[CH2:13][CH2:12][CH:11]([CH2:14][C:15]([OH:17])=O)[CH2:10][CH2:9]1)=[O:7])([CH3:4])([CH3:3])[CH3:2].N=C=N.[CH:21]([C:24]1[CH:30]=[CH:29][C:27]([NH2:28])=[CH:26][CH:25]=1)([CH3:23])[CH3:22], predict the reaction product.